From a dataset of Full USPTO retrosynthesis dataset with 1.9M reactions from patents (1976-2016). Predict the reactants needed to synthesize the given product. Given the product [C:18]([O:17][C:16]([NH:15][CH2:14][C:5]1[C:4]([C:23]2[CH:24]=[CH:25][C:26]([CH3:29])=[CH:27][CH:28]=2)=[C:3]([CH2:2][O:1][C:31]2[CH:40]=[CH:39][C:34]([C:35]([O:37][CH3:38])=[O:36])=[CH:33][CH:32]=2)[C:8]([CH3:9])=[N:7][C:6]=1[CH2:10][CH:11]([CH3:13])[CH3:12])=[O:22])([CH3:19])([CH3:20])[CH3:21], predict the reactants needed to synthesize it. The reactants are: [OH:1][CH2:2][C:3]1[C:4]([C:23]2[CH:28]=[CH:27][C:26]([CH3:29])=[CH:25][CH:24]=2)=[C:5]([CH2:14][NH:15][C:16](=[O:22])[O:17][C:18]([CH3:21])([CH3:20])[CH3:19])[C:6]([CH2:10][CH:11]([CH3:13])[CH3:12])=[N:7][C:8]=1[CH3:9].O[C:31]1[CH:40]=[CH:39][C:34]([C:35]([O:37][CH3:38])=[O:36])=[CH:33][CH:32]=1.C1(P(C2C=CC=CC=2)C2C=CC=CC=2)C=CC=CC=1.N(C(OCC)=O)=NC(OCC)=O.